From a dataset of Catalyst prediction with 721,799 reactions and 888 catalyst types from USPTO. Predict which catalyst facilitates the given reaction. Reactant: [H-].[Na+].[NH2:3][C@@H:4]([CH:7]([CH3:9])[CH3:8])[CH2:5][OH:6].Cl[CH2:11][C:12](OCC)=[O:13]. Product: [CH:7]([C@@H:4]1[NH:3][C:12](=[O:13])[CH2:11][O:6][CH2:5]1)([CH3:9])[CH3:8]. The catalyst class is: 11.